This data is from Forward reaction prediction with 1.9M reactions from USPTO patents (1976-2016). The task is: Predict the product of the given reaction. (1) Given the reactants [OH:1][CH2:2][C@H:3]1[O:16][C:6]2=[N:7][C:8]3[CH:13]=[C:12]([C:14]#[N:15])[CH:11]=[CH:10][C:9]=3[N:5]2[CH2:4]1.[C:17]([C:21]1[N:26]=[CH:25][C:24](O)=[CH:23][CH:22]=1)([CH3:20])([CH3:19])[CH3:18].C1(P(C2C=CC=CC=2)C2C=CC=CC=2)C=CC=CC=1.CC(OC(/N=N/C(OC(C)C)=O)=O)C, predict the reaction product. The product is: [C:17]([C:21]1[N:26]=[CH:25][C:24]([O:1][CH2:2][C@H:3]2[O:16][C:6]3=[N:7][C:8]4[CH:13]=[C:12]([C:14]#[N:15])[CH:11]=[CH:10][C:9]=4[N:5]3[CH2:4]2)=[CH:23][CH:22]=1)([CH3:20])([CH3:19])[CH3:18]. (2) Given the reactants Br[C:2]1[CH:11]=[CH:10][C:5]([C:6]([O:8][CH3:9])=[O:7])=[CH:4][C:3]=1[Cl:12].[CH:13]1(B(O)O)[CH2:15][CH2:14]1, predict the reaction product. The product is: [Cl:12][C:3]1[CH:4]=[C:5]([CH:10]=[CH:11][C:2]=1[CH:13]1[CH2:15][CH2:14]1)[C:6]([O:8][CH3:9])=[O:7]. (3) Given the reactants [H-].[Na+].[I:3][C:4]1[C:12]2[C:7](=[N:8][CH:9]=[CH:10][C:11]=2[N+:13]([O-:15])=[O:14])[NH:6][CH:5]=1.[CH3:16]I, predict the reaction product. The product is: [I:3][C:4]1[C:12]2[C:7](=[N:8][CH:9]=[CH:10][C:11]=2[N+:13]([O-:15])=[O:14])[N:6]([CH3:16])[CH:5]=1.